This data is from Catalyst prediction with 721,799 reactions and 888 catalyst types from USPTO. The task is: Predict which catalyst facilitates the given reaction. (1) Reactant: C1C=CC(P(C2C=CC=CC=2)C2C=CC=CC=2)=CC=1.[C:20]1(=[O:30])[NH:24][C:23](=[O:25])[C:22]2=[CH:26][CH:27]=[CH:28][CH:29]=[C:21]12.N(C(OCC)=O)=NC(OCC)=O.[C:43]([O:47][C:48]([NH:50][CH:51]1[CH:56](O)[CH2:55][CH2:54][N:53]([C:58]([O:60][CH2:61][C:62]2[CH:67]=[CH:66][CH:65]=[CH:64][CH:63]=2)=[O:59])[CH2:52]1)=[O:49])([CH3:46])([CH3:45])[CH3:44]. Product: [C:43]([O:47][C:48]([NH:50][CH:51]1[CH:56]([N:24]2[C:20](=[O:30])[C:21]3[C:22](=[CH:26][CH:27]=[CH:28][CH:29]=3)[C:23]2=[O:25])[CH2:55][CH2:54][N:53]([C:58]([O:60][CH2:61][C:62]2[CH:67]=[CH:66][CH:65]=[CH:64][CH:63]=2)=[O:59])[CH2:52]1)=[O:49])([CH3:46])([CH3:44])[CH3:45]. The catalyst class is: 90. (2) Reactant: [Br:1][C:2]1[CH:15]=[CH:14][C:13]2[C:12]3[C:7](=[CH:8][C:9]([Br:16])=[CH:10][CH:11]=3)[C:6](=O)[C:5](=O)[C:4]=2[CH:3]=1.[CH2:19]([NH2:22])[CH2:20][NH2:21]. Product: [Br:1][C:2]1[CH:15]=[CH:14][C:13]2[C:4]([CH:3]=1)=[C:5]1[C:6](=[C:7]3[CH:8]=[C:9]([Br:16])[CH:10]=[CH:11][C:12]=23)[N:22]=[CH:19][CH:20]=[N:21]1. The catalyst class is: 8. (3) Reactant: Br[C:2]1[N:6]2[CH2:7][CH2:8][N:9]([C:11]([C:13]3[CH:18]=[CH:17][CH:16]=[C:15]([C:19]([F:22])([F:21])[F:20])[C:14]=3[Cl:23])=[O:12])[CH2:10][C:5]2=[N:4][CH:3]=1.C([Sn](CCCC)(CCCC)[C:29]1[N:30]=[CH:31][S:32][CH:33]=1)CCC. Product: [Cl:23][C:14]1[C:15]([C:19]([F:22])([F:21])[F:20])=[CH:16][CH:17]=[CH:18][C:13]=1[C:11]([N:9]1[CH2:8][CH2:7][N:6]2[C:2]([C:29]3[N:30]=[CH:31][S:32][CH:33]=3)=[CH:3][N:4]=[C:5]2[CH2:10]1)=[O:12]. The catalyst class is: 77. (4) Reactant: [CH:1]1([CH2:4][C:5]2[N:6]=[C:7]([C:10]3[CH:15]=[CH:14][CH:13]=[CH:12][C:11]=3[NH:16][C:17]([O:19][CH2:20][CH:21]3[CH2:26][CH2:25][N:24](C(OC(C)(C)C)=O)[CH2:23][CH2:22]3)=[O:18])[S:8][CH:9]=2)[CH2:3][CH2:2]1.Cl.CO.C(=O)(O)[O-].[Na+]. Product: [CH:1]1([CH2:4][C:5]2[N:6]=[C:7]([C:10]3[CH:15]=[CH:14][CH:13]=[CH:12][C:11]=3[NH:16][C:17](=[O:18])[O:19][CH2:20][CH:21]3[CH2:22][CH2:23][NH:24][CH2:25][CH2:26]3)[S:8][CH:9]=2)[CH2:3][CH2:2]1. The catalyst class is: 4. (5) Reactant: Br[C:2]1[CH:7]=[CH:6][C:5]([S:8]([NH:11][CH2:12][CH:13]2[CH2:15][CH2:14]2)(=[O:10])=[O:9])=[C:4]([C:16]([F:19])([F:18])[F:17])[CH:3]=1.[CH3:20][O:21][C:22]1[CH:28]=[CH:27][C:25]([NH2:26])=[CH:24][CH:23]=1.C1C=CC(P(C2C(C3C(P(C4C=CC=CC=4)C4C=CC=CC=4)=CC=C4C=3C=CC=C4)=C3C(C=CC=C3)=CC=2)C2C=CC=CC=2)=CC=1.C(=O)([O-])[O-].[Cs+].[Cs+]. Product: [CH:13]1([CH2:12][NH:11][S:8]([C:5]2[CH:6]=[CH:7][C:2]([NH:26][C:25]3[CH:27]=[CH:28][C:22]([O:21][CH3:20])=[CH:23][CH:24]=3)=[CH:3][C:4]=2[C:16]([F:19])([F:18])[F:17])(=[O:10])=[O:9])[CH2:15][CH2:14]1. The catalyst class is: 222. (6) Reactant: S[C:2]1[NH:6][N:5]=[C:4]([CH2:7][CH2:8][C:9]([O:11]CC)=[O:10])[N:3]=1.N([O-])=O.[Na+].[N+]([O-])(O)=O.C(=O)([O-])[O-].[Na+].[Na+]. Product: [NH:6]1[CH:2]=[N:3][C:4]([CH2:7][CH2:8][C:9]([OH:11])=[O:10])=[N:5]1. The catalyst class is: 6. (7) Reactant: [OH:1][C:2]1[CH:7]=[CH:6][C:5]([CH2:8][CH2:9][C:10]2[CH:24]=[CH:23][C:13]3[CH:14]=[C:15]([CH:17]([NH:19][C:20](=[O:22])[CH3:21])[CH3:18])[O:16][C:12]=3[CH:11]=2)=[CH:4][CH:3]=1.F[C:26]1[CH:31]=[CH:30][CH:29]=[CH:28][N:27]=1.C(=O)([O-])[O-].[K+].[K+]. Product: [N:27]1[CH:28]=[CH:29][CH:30]=[CH:31][C:26]=1[O:1][C:2]1[CH:3]=[CH:4][C:5]([CH2:8][CH2:9][C:10]2[CH:24]=[CH:23][C:13]3[CH:14]=[C:15]([CH:17]([NH:19][C:20](=[O:22])[CH3:21])[CH3:18])[O:16][C:12]=3[CH:11]=2)=[CH:6][CH:7]=1. The catalyst class is: 16.